This data is from KCNQ2 potassium channel screen with 302,405 compounds. The task is: Binary Classification. Given a drug SMILES string, predict its activity (active/inactive) in a high-throughput screening assay against a specified biological target. (1) The compound is Brc1c(S(=O)(=O)N2CCCC2)cc(cc1)C(=O)Nc1scnn1. The result is 0 (inactive). (2) The molecule is O(CCCCN1CCNCC1)c1c(c(ccc1C)C)C. The result is 0 (inactive). (3) The drug is Oc1c(N)c(ccc1)C(O)=O. The result is 0 (inactive).